Dataset: Full USPTO retrosynthesis dataset with 1.9M reactions from patents (1976-2016). Task: Predict the reactants needed to synthesize the given product. Given the product [CH3:13][O:14][C:15](=[O:36])[C:16]1[CH:21]=[C:20]([S:22](=[O:33])(=[O:34])[N:23]([CH2:43][C:42]2[CH:45]=[CH:46][C:39]([C:38]([F:48])([F:47])[F:37])=[CH:40][CH:41]=2)[CH2:24][CH2:25][C:26]2[CH:27]=[CH:12][C:11]([O:10][CH2:8][C:65]3[CH:64]=[CH:63][C:62]([C:38]([F:48])([F:47])[F:37])=[CH:67][CH:66]=3)=[CH:30][CH:31]=2)[CH:19]=[CH:18][C:17]=1[CH3:35], predict the reactants needed to synthesize it. The reactants are: N([C:8]([O:10][CH2:11][CH3:12])=O)=N[C:8]([O:10][CH2:11][CH3:12])=O.[CH3:13][O:14][C:15](=[O:36])[C:16]1[CH:21]=[C:20]([S:22](=[O:34])(=[O:33])[NH:23][CH2:24][CH2:25][C:26]2[CH:31]=[CH:30]C(O)=C[CH:27]=2)[CH:19]=[CH:18][C:17]=1[CH3:35].[F:37][C:38]([F:48])([F:47])[C:39]1[CH:46]=[CH:45][C:42]([CH2:43]O)=[CH:41][CH:40]=1.[C:62]1(P([C:62]2[CH:67]=[CH:66][CH:65]=[CH:64][CH:63]=2)[C:62]2[CH:67]=[CH:66][CH:65]=[CH:64][CH:63]=2)[CH:67]=[CH:66][CH:65]=[CH:64][CH:63]=1.